Dataset: Forward reaction prediction with 1.9M reactions from USPTO patents (1976-2016). Task: Predict the product of the given reaction. Given the reactants [CH2:1]([O:8][C:9]1[CH:18]=[C:17]2[C:12]([C:13](Cl)=[N:14][C:15]([C:19]([C:21]3[CH:26]=[CH:25][C:24]([F:27])=[CH:23][CH:22]=3)=[O:20])=[N:16]2)=[CH:11][CH:10]=1)[C:2]1[CH:7]=[CH:6][CH:5]=[CH:4][CH:3]=1.CCN(C(C)C)C(C)C.[CH3:38][C:39]1[NH:43][N:42]=[C:41]([NH2:44])[CH:40]=1, predict the reaction product. The product is: [CH2:1]([O:8][C:9]1[CH:18]=[C:17]2[C:12]([C:13]([NH:44][C:41]3[CH:40]=[C:39]([CH3:38])[NH:43][N:42]=3)=[N:14][C:15]([C:19]([C:21]3[CH:26]=[CH:25][C:24]([F:27])=[CH:23][CH:22]=3)=[O:20])=[N:16]2)=[CH:11][CH:10]=1)[C:2]1[CH:7]=[CH:6][CH:5]=[CH:4][CH:3]=1.